From a dataset of Forward reaction prediction with 1.9M reactions from USPTO patents (1976-2016). Predict the product of the given reaction. (1) Given the reactants [F:1][C:2]1[CH:10]=[C:9]2[C:5]([C:6]([OH:11])=[N:7][NH:8]2)=[CH:4][CH:3]=1.[CH3:12][CH:13]1[O:18][CH:17]([CH3:19])[CH2:16][N:15]([C:20](Cl)=[O:21])[CH2:14]1, predict the reaction product. The product is: [CH3:12][CH:13]1[O:18][CH:17]([CH3:19])[CH2:16][N:15]([C:20]([O:11][C:6]2[C:5]3[C:9](=[CH:10][C:2]([F:1])=[CH:3][CH:4]=3)[N:8]([C:20]([N:15]3[CH2:16][CH:17]([CH3:19])[O:18][CH:13]([CH3:12])[CH2:14]3)=[O:21])[N:7]=2)=[O:21])[CH2:14]1. (2) Given the reactants [CH2:1]([C:3]1[CH:8]=[CH:7][C:6]([C@H:9]2[CH2:14][C@@H:13]([C:15]([F:18])([F:17])[F:16])[N:12]3[N:19]=[CH:20][C:21]([C:22](O)=[O:23])=[C:11]3[NH:10]2)=[CH:5][CH:4]=1)[CH3:2].CN(C(ON1N=NC2C=CC=NC1=2)=[N+](C)C)C.F[P-](F)(F)(F)(F)F.C(N(CC)C(C)C)(C)C.Cl.[F:59][C:60]1[C:61]([CH2:67][NH2:68])=[N:62][CH:63]=[C:64]([F:66])[CH:65]=1, predict the reaction product. The product is: [F:59][C:60]1[C:61]([CH2:67][NH:68][C:22]([C:21]2[CH:20]=[N:19][N:12]3[C@H:13]([C:15]([F:17])([F:16])[F:18])[CH2:14][C@H:9]([C:6]4[CH:7]=[CH:8][C:3]([CH2:1][CH3:2])=[CH:4][CH:5]=4)[NH:10][C:11]=23)=[O:23])=[N:62][CH:63]=[C:64]([F:66])[CH:65]=1.